This data is from Catalyst prediction with 721,799 reactions and 888 catalyst types from USPTO. The task is: Predict which catalyst facilitates the given reaction. (1) Reactant: [CH2:1]([O:3][C:4](=[O:18])/[CH:5]=[C:6](/[O:8][C:9]1[CH:14]=[CH:13][CH:12]=[CH:11][C:10]=1[CH2:15][CH2:16][CH3:17])\[CH3:7])[CH3:2].[Br:19]N1C(=O)CCC1=O.C(OOC(=O)C1C=CC=CC=1)(=O)C1C=CC=CC=1. Product: [CH2:1]([O:3][C:4](=[O:18])/[CH:5]=[C:6](/[O:8][C:9]1[CH:14]=[CH:13][CH:12]=[CH:11][C:10]=1[CH2:15][CH2:16][CH3:17])\[CH2:7][Br:19])[CH3:2]. The catalyst class is: 53. (2) Reactant: [N+:1]([C:4]1[CH:5]=[CH:6][C:7]([OH:22])=[N:8][C:9]=1[NH:10][C:11]1[CH:16]=[CH:15][CH:14]=[CH:13][C:12]=1[O:17][C:18]([F:21])([F:20])[F:19])([O-:3])=[O:2].[S:23](Cl)([CH3:26])(=[O:25])=[O:24]. Product: [CH3:26][S:23]([O:22][C:7]1[CH:6]=[CH:5][C:4]([N+:1]([O-:3])=[O:2])=[C:9]([NH:10][C:11]2[CH:16]=[CH:15][CH:14]=[CH:13][C:12]=2[O:17][C:18]([F:21])([F:19])[F:20])[N:8]=1)(=[O:25])=[O:24]. The catalyst class is: 2.